Dataset: Experimentally validated miRNA-target interactions with 360,000+ pairs, plus equal number of negative samples. Task: Binary Classification. Given a miRNA mature sequence and a target amino acid sequence, predict their likelihood of interaction. (1) Result: 0 (no interaction). The miRNA is hsa-miR-3151-5p with sequence GGUGGGGCAAUGGGAUCAGGU. The protein sequence of the target gene is MVHSSMGAPEIRMSKPLEAEKQSLDSPSEHTDTERNGPDINHQNPQNKASPFSVSPTGPSTKIKAEDPSGDSAPAAPPPPQPAQPHLPQAQLMLTGSQLAGDIQQLLQLQQLVLVPGHHLQPPAQFLLPQAQQSQPGLLPTPNLFQLPQQTQGALLTSQPRAGLPTQPPKCLEPPSHPEEPSDLEELEQFARTFKQRRIKLGFTQGDVGLAMGKLYGNDFSQTTISRFEALNLSFKNMCKLKPLLEKWLNDAETMSVDSSLPSPNQLSSPSLGFDGLPGRRRKKRTSIETNVRFALEKSF.... (2) The miRNA is hsa-miR-155-5p with sequence UUAAUGCUAAUCGUGAUAGGGGUU. The protein sequence of the target gene is MAAAAAVGNAVPCGARPCGVRPDGQPKPGPQPRALLAAGPALIANGDELVAAVWPYRRLALLRRLTVLPFAGLLYPAWLGAAAAGCWGWGSSWVQIPEAALLVLATICLAHALTVLSGHWSVHAHCALTCTPEYDPSKATFVKVVPTPNNGSTELVALHRNEGEDGLEVLSFEFQKIKYSYDALEKKQFLPVAFPVGNAFSYYQSNRGFQEDSEIRAAEKKFGSNKAEMVVPDFSELFKERATAPFFVFQVFCVGLWCLDEYWYYSVFTLSMLVAFEASLVQQQMRNMSEIRKMGNKPHM.... Result: 1 (interaction). (3) The miRNA is hsa-miR-370-3p with sequence GCCUGCUGGGGUGGAACCUGGU. The protein sequence of the target gene is MSVSGLKAELKFLASIFDKNHERFRIVSWKLDELHCQFLVPPPPPPPGSSLSPPPPLTLHCNITESYPSSSPIWFVDSDDPNLTSVLERLEDTKNNSSLRQQLKWLICDLCRLYNLPKHLDVEMLDQPLPTGQNGTTEEVTSEEEEEEEMAEDIEDLDHYEMKEEEPINGKKSEDEGIEKENLAILEKIRKTQRQDHLNGAVSGSVQASDRLMKELRDVYRSQSYKAGIYSVELINDSLYDWHVKLHKVDSDSPLHSDLQILKEKEGIEYILLNFSFKDNFPFDPPFVRVVLPVLSGGYV.... Result: 0 (no interaction). (4) The miRNA is hsa-miR-6777-3p with sequence UCCACUCUCCUGGCCCCCAG. The protein sequence of the target gene is MTKARLFRLWLVLGSVFMILLIIVYWDSAGAAHFYLHTSFSRPHTGPPLPTPGPDRDRELTADSDVDEFLDKFLSAGVKQSDLPRKETEQPPAPGSMEESVRGYDWSPRDARRSPDQGRQQAERRSVLRGFCANSSLAFPTKERAFDDIPNSELSHLIVDDRHGAIYCYVPKVACTNWKRVMIVLSGSLLHRGAPYRDPLRIPREHVHNASAHLTFNKFWRRYGKLSRHLMKVKLKKYTKFLFVRDPFVRLISAFRSKFELENEEFYRKFAVPMLRLYANHTSLPASAREAFRAGLKVSF.... Result: 1 (interaction). (5) The miRNA is hsa-miR-448 with sequence UUGCAUAUGUAGGAUGUCCCAU. The protein sequence of the target gene is MAELTVEVRGSNGAFYKGFIKDVHEDSLTVVFENNWQPERQVPFNEVRLPPPPDIKKEISEGDEVEVYSRANDQEPCGWWLAKVRMMKGEFYVIEYAACDATYNEIVTFERLRPVNQNKTVKKNTFFKCTVDVPEDLREACANENAHKDFKKAVGACRIFYHPETTQLMILSASEATVKRVNILSDMHLRSIRTKLMLMSRNEEATKHLECTKQLAAAFHEEFVVREDLMGLAIGTHGSNIQQARKVPGVTAIELDEDTGTFRIYGESADAVKKARGFLEFVEDFIQVPRNLVGKVIGKN.... Result: 1 (interaction).